This data is from Peptide-MHC class II binding affinity with 134,281 pairs from IEDB. The task is: Regression. Given a peptide amino acid sequence and an MHC pseudo amino acid sequence, predict their binding affinity value. This is MHC class II binding data. (1) The peptide sequence is SQLLELSWNLNGLQAY. The MHC is HLA-DQA10101-DQB10501 with pseudo-sequence HLA-DQA10101-DQB10501. The binding affinity (normalized) is 0.641. (2) The peptide sequence is RTGQIFKQTYSKFDT. The binding affinity (normalized) is 0.314. The MHC is DRB1_0401 with pseudo-sequence DRB1_0401. (3) The peptide sequence is AQAVYDFRSIVDYLR. The MHC is DRB1_1101 with pseudo-sequence DRB1_1101. The binding affinity (normalized) is 0.659. (4) The peptide sequence is GELQIVDKIDAAFKQ. The MHC is DRB1_0701 with pseudo-sequence DRB1_0701. The binding affinity (normalized) is 0.537.